This data is from Full USPTO retrosynthesis dataset with 1.9M reactions from patents (1976-2016). The task is: Predict the reactants needed to synthesize the given product. (1) The reactants are: [N+:1]([C:4]1[CH:11]=[CH:10][C:7]([CH:8]=O)=[CH:6][CH:5]=1)([O-:3])=[O:2].[C:12]([CH2:16][C:17]([O:19][CH2:20][CH2:21][C:22]#[N:23])=[O:18])(=O)[CH2:13][CH3:14].N1CCCCC1.C(O)(=[O:32])C. Given the product [N+:1]([C:4]1[CH:11]=[CH:10][C:7]([CH:8]=[C:12]([C:13](=[O:32])[CH3:14])[CH2:16][C:17]([O:19][CH2:20][CH2:21][C:22]#[N:23])=[O:18])=[CH:6][CH:5]=1)([O-:3])=[O:2], predict the reactants needed to synthesize it. (2) Given the product [Br:15][C:8]1[C:7]2[CH:9]=[C:10]([O:13][CH3:14])[CH:11]=[CH:12][C:6]=2[O:5][C:4]=1[C:1]([OH:3])=[O:2], predict the reactants needed to synthesize it. The reactants are: [C:1]([C:4]1[O:5][C:6]2[CH:12]=[CH:11][C:10]([O:13][CH3:14])=[CH:9][C:7]=2[CH:8]=1)([OH:3])=[O:2].[Br:15]Br. (3) Given the product [F:45][C:33]1[CH:34]=[C:35]([C:2]2[CH:3]=[C:4]([NH:11][C:12]3[CH:17]=[CH:16][C:15]([N:18]4[CH2:23][CH2:22][N:21]([CH3:24])[CH2:20][CH2:19]4)=[CH:14][N:13]=3)[C:5]3[N:6]([CH:8]=[CH:9][N:10]=3)[CH:7]=2)[C:30]([CH2:29][OH:28])=[C:31]([N:46]2[CH2:58][CH2:57][N:49]3[C:50]4[CH2:51][CH2:52][CH2:53][CH2:54][C:55]=4[CH:56]=[C:48]3[C:47]2=[O:59])[CH:32]=1, predict the reactants needed to synthesize it. The reactants are: Cl[C:2]1[CH:3]=[C:4]([NH:11][C:12]2[CH:17]=[CH:16][C:15]([N:18]3[CH2:23][CH2:22][N:21]([CH3:24])[CH2:20][CH2:19]3)=[CH:14][N:13]=2)[C:5]2[N:6]([CH:8]=[CH:9][N:10]=2)[CH:7]=1.C([O:28][CH2:29][C:30]1[C:35](B2OC(C)(C)C(C)(C)O2)=[CH:34][C:33]([F:45])=[CH:32][C:31]=1[N:46]1[CH2:58][CH2:57][N:49]2[C:50]3[CH2:51][CH2:52][CH2:53][CH2:54][C:55]=3[CH:56]=[C:48]2[C:47]1=[O:59])(=O)C.C([O-])([O-])=O.[Cs+].[Cs+].O.